This data is from Reaction yield outcomes from USPTO patents with 853,638 reactions. The task is: Predict the reaction yield, written as a fraction of the theoretical maximum amount of product (1.0 means a 100% yield; for example, 0.34 means a 34% yield). (1) The reactants are [F-].C([N+](CCCC)(CCCC)CCCC)CCC.[Si]([O:26][CH:27]([C:40]1[CH:45]=[CH:44][C:43]([O:46][CH3:47])=[CH:42][CH:41]=1)[CH2:28][N:29]1[C:34]2[CH:35]=[CH:36][NH:37][C:33]=2[C:32](=[O:38])[NH:31][C:30]1=[S:39])(C(C)(C)C)(C)C.C(OCC)(=O)C. The catalyst is C1COCC1. The product is [OH:26][CH:27]([C:40]1[CH:41]=[CH:42][C:43]([O:46][CH3:47])=[CH:44][CH:45]=1)[CH2:28][N:29]1[C:34]2[CH:35]=[CH:36][NH:37][C:33]=2[C:32](=[O:38])[NH:31][C:30]1=[S:39]. The yield is 0.370. (2) The reactants are [CH:1]1([N:6]2[C:11]3[N:12]=[C:13](S(C)=O)[N:14]=[CH:15][C:10]=3[CH:9]=[C:8]([CH2:19][O:20][CH3:21])[C:7]2=[O:22])[CH2:5][CH2:4][CH2:3][CH2:2]1.[C:23]([O:27][C:28]([N:30]1[CH2:35][CH2:34][N:33]([C:36]2[CH:37]=[N:38][C:39]([NH2:42])=[CH:40][CH:41]=2)[CH2:32][CH2:31]1)=[O:29])([CH3:26])([CH3:25])[CH3:24]. The catalyst is C1(C)C=CC=CC=1. The product is [C:23]([O:27][C:28]([N:30]1[CH2:35][CH2:34][N:33]([C:36]2[CH:37]=[N:38][C:39]([NH:42][C:13]3[N:14]=[CH:15][C:10]4[CH:9]=[C:8]([CH2:19][O:20][CH3:21])[C:7](=[O:22])[N:6]([CH:1]5[CH2:5][CH2:4][CH2:3][CH2:2]5)[C:11]=4[N:12]=3)=[CH:40][CH:41]=2)[CH2:32][CH2:31]1)=[O:29])([CH3:26])([CH3:24])[CH3:25]. The yield is 0.305. (3) The reactants are [CH:1]([C:3]1[CH:4]=[CH:5][CH:6]=[C:7]2[C:12]=1[N:11]([CH3:13])[C:10](=[O:14])[CH:9]=[CH:8]2)=[CH2:2].S([O-])([O-])=[O:16].[Na+].[Na+].[OH2:21]. The catalyst is C(O)(C)(C)C. The product is [OH:21][CH:1]([C:3]1[CH:4]=[CH:5][CH:6]=[C:7]2[C:12]=1[N:11]([CH3:13])[C:10](=[O:14])[CH:9]=[CH:8]2)[CH2:2][OH:16]. The yield is 0.590. (4) The reactants are [CH3:1][C:2]1[CH:3]=[C:4]([C:19]2[S:23][C:22]([CH2:24][CH2:25]C(OCC)=O)=[N:21][CH:20]=2)[CH:5]=[C:6]([NH:8][C:9]2[N:14]=[C:13]([C:15]([F:18])([F:17])[F:16])[CH:12]=[CH:11][N:10]=2)[CH:7]=1.[CH3:31][Mg]Br.[CH2:34]1[CH2:38][O:37]CC1. No catalyst specified. The product is [CH3:31][C:38]([OH:37])([CH2:25][CH2:24][C:22]1[S:23][C:19]([C:4]2[CH:5]=[C:6]([NH:8][C:9]3[N:14]=[C:13]([C:15]([F:17])([F:18])[F:16])[CH:12]=[CH:11][N:10]=3)[CH:7]=[C:2]([CH3:1])[CH:3]=2)=[CH:20][N:21]=1)[CH3:34]. The yield is 0.750. (5) The reactants are [Cl:1][C:2]1[C:28]([Cl:29])=[CH:27][CH:26]=[CH:25][C:3]=1[CH2:4][C:5]1[CH:6]=[C:7]2[C:12](=[C:13]([F:15])[CH:14]=1)[N:11]([CH2:16][CH2:17][OH:18])[CH:10]=[C:9]([C:19]([O:21]CC)=[O:20])[C:8]2=[O:24].[OH-].[Na+].C(O)(=O)CC(CC(O)=O)(C(O)=O)O. The catalyst is C(O)C.C1COCC1. The product is [Cl:1][C:2]1[C:28]([Cl:29])=[CH:27][CH:26]=[CH:25][C:3]=1[CH2:4][C:5]1[CH:6]=[C:7]2[C:12](=[C:13]([F:15])[CH:14]=1)[N:11]([CH2:16][CH2:17][OH:18])[CH:10]=[C:9]([C:19]([OH:21])=[O:20])[C:8]2=[O:24]. The yield is 0.930. (6) The reactants are [F:1][C:2]1[CH:9]=[C:8](F)[CH:7]=[CH:6][C:3]=1[C:4]#[N:5].[NH:11]1[CH2:16][CH2:15][O:14][CH2:13][CH2:12]1. The catalyst is O1CCCC1. The product is [F:1][C:2]1[CH:9]=[C:8]([N:11]2[CH2:16][CH2:15][O:14][CH2:13][CH2:12]2)[CH:7]=[CH:6][C:3]=1[C:4]#[N:5]. The yield is 0.650. (7) The reactants are Br[CH2:2][C:3]1[N:8]=[C:7]([CH2:9][N:10]2[C:14]3[N:15]=[C:16]([NH2:24])[N:17]=[C:18]([C:19]4[O:20][CH:21]=[CH:22][CH:23]=4)[C:13]=3[N:12]=[N:11]2)[CH:6]=[CH:5][CH:4]=1.[C-:25]#[N:26].[Na+]. The yield is 0.260. The product is [C:25]([CH2:2][C:3]1[N:8]=[C:7]([CH2:9][N:10]2[C:14]3[N:15]=[C:16]([NH2:24])[N:17]=[C:18]([C:19]4[O:20][CH:21]=[CH:22][CH:23]=4)[C:13]=3[N:12]=[N:11]2)[CH:6]=[CH:5][CH:4]=1)#[N:26]. The catalyst is O.